From a dataset of HIV replication inhibition screening data with 41,000+ compounds from the AIDS Antiviral Screen. Binary Classification. Given a drug SMILES string, predict its activity (active/inactive) in a high-throughput screening assay against a specified biological target. (1) The compound is CCCCCCCCNC(=O)C(=Cc1ccc(C=C(NC(=O)c2ccccc2)C(=O)NCCCCCCCC)cc1)NC(=O)c1ccccc1. The result is 0 (inactive). (2) The drug is O=C(NCO)NCOCn1c(=O)n(CO)c(=O)n(CO)c1=O. The result is 0 (inactive). (3) The compound is COc1ccc(N=CN(C)C)c(C)c1. The result is 0 (inactive). (4) The drug is O=C1CC2C(C1Nc1ccccc1)C1C(=Nc3ccccc3)C(Nc3ccccc3)=CC1N2c1ccccc1. The result is 0 (inactive). (5) The drug is COc1ccc(-c2cc(NC(=O)c3ccccc3)c(=O)oc2C)cc1. The result is 0 (inactive). (6) The drug is CON=Cc1ccc2c(c1)Sc1ccccc1O2. The result is 0 (inactive).